Dataset: Experimentally validated miRNA-target interactions with 360,000+ pairs, plus equal number of negative samples. Task: Binary Classification. Given a miRNA mature sequence and a target amino acid sequence, predict their likelihood of interaction. (1) The miRNA is hsa-miR-17-5p with sequence CAAAGUGCUUACAGUGCAGGUAG. The protein sequence of the target gene is MEKIEEQFANLHIVKCSLGTKEPTYLLGIDTSKTVQAGKENLVAVLCSNGSIRIYDKERLNVLREFSGYPGLLNGVRFANSCDSVYSACTDGTVKCWDARVAREKPVQLFKGYPSNIFISFDINCNDHIICAGTEKVDDDALLVFWDARMNSQNLSTTKDSLGAYSETHSDDVTQVRFHPSNPNMVVSGSSDGLVNVFDINIDNEEDALVTTCNSISSVSCIGWSGKGYKQIYCMTHDEGFYWWDLNHLDTDEPVTRLNIQDVREVVNMKEDALDYLIGGLYHEKTDTLHVIGGTNKGRI.... Result: 1 (interaction). (2) The miRNA is mmu-miR-495-3p with sequence AAACAAACAUGGUGCACUUCUU. The protein sequence of the target gene is MDSLDNTTLLLAPSSLLPDNLTLSPNAGSPSASTLSPLAVTSSPGPGLSLAPSPSIGFSPEATPTPEPTSSSLTVGVAGQGSSAFPRPWIPHEPPFWDTPLNHGLNVFVGAALCITMLGLGCTVDVNHFGAHVRRPVGALLAALCQFGFLPLLAFLLALIFKLDEVAAVAVLLCGCCPGGNLSNLMSLLVDGDMNLSIIMTISSTLLALVLMPLCLWIYSRAWINTPLVQLLPLGAVTLTLCSTLIPIGLGVFIRYKYNRVADYIVKVSLWSLLVTLVVLFIMTGTMLGPELLASIPATV.... Result: 1 (interaction).